This data is from Catalyst prediction with 721,799 reactions and 888 catalyst types from USPTO. The task is: Predict which catalyst facilitates the given reaction. (1) Reactant: [NH:1]1[C:5]2[CH:6]=[CH:7][CH:8]=[CH:9][C:4]=2[N:3]=[C:2]1[NH:10][C:11]([C:13]1[N:14]=[CH:15][NH:16][C:17]=1[C:18]([NH:20][C:21]1[CH:26]=[CH:25][C:24]([O:27][CH:28]2[CH2:33][CH2:32][N:31](C(OC(C)(C)C)=O)[CH2:30][CH2:29]2)=[CH:23][C:22]=1[Cl:41])=[O:19])=[O:12].Cl. Product: [NH:1]1[C:5]2[CH:6]=[CH:7][CH:8]=[CH:9][C:4]=2[N:3]=[C:2]1[NH:10][C:11]([C:13]1[N:14]=[CH:15][NH:16][C:17]=1[C:18]([NH:20][C:21]1[CH:26]=[CH:25][C:24]([O:27][CH:28]2[CH2:33][CH2:32][NH:31][CH2:30][CH2:29]2)=[CH:23][C:22]=1[Cl:41])=[O:19])=[O:12]. The catalyst class is: 12. (2) Reactant: [C:1]([C:3]1[CH:4]=[C:5]([CH:35]=[CH:36][CH:37]=1)[C:6]([NH:8][C:9]1[C:10]([CH3:34])=[C:11]2[C:17]([CH:18]3[CH2:25][C:22]4([CH2:24][CH2:23]4)[N:21](C(OC(C)(C)C)=O)[CH2:20][CH2:19]3)=[CH:16][N:15]([CH3:33])[C:12]2=[N:13][CH:14]=1)=[O:7])#[N:2].C(O)(C(F)(F)F)=O.C([O-])(O)=O.[Na+]. Product: [C:1]([C:3]1[CH:4]=[C:5]([CH:35]=[CH:36][CH:37]=1)[C:6]([NH:8][C:9]1[C:10]([CH3:34])=[C:11]2[C:17]([CH:18]3[CH2:25][C:22]4([CH2:23][CH2:24]4)[NH:21][CH2:20][CH2:19]3)=[CH:16][N:15]([CH3:33])[C:12]2=[N:13][CH:14]=1)=[O:7])#[N:2]. The catalyst class is: 2. (3) Reactant: [N:1]1[CH:6]=[CH:5][C:4]([CH3:7])=[CH:3][CH:2]=1.C([N-][CH:12]([CH3:14])[CH3:13])(C)C.[Li+].C1(Br)CC1.[Cl-].[NH4+]. Product: [CH:12]1([CH2:7][C:4]2[CH:5]=[CH:6][N:1]=[CH:2][CH:3]=2)[CH2:14][CH2:13]1. The catalyst class is: 7. (4) Reactant: [Cl:1][C:2]1[CH:3]=[C:4]([OH:8])[CH:5]=[CH:6][CH:7]=1.[OH-].[Ca+2].[OH-].[C:12](=O)([O-])[O-:13].[Na+].[Na+].Cl. Product: [Cl:1][C:2]1[CH:3]=[C:4]([OH:8])[CH:5]=[CH:6][C:7]=1[CH:12]=[O:13]. The catalyst class is: 408. (5) Reactant: [OH:1][CH:2]1[CH2:11][CH2:10][CH2:9][C:8]2[C:3]1([C:14]1[CH:19]=[CH:18][CH:17]=[C:16]([O:20][CH3:21])[CH:15]=1)[CH2:4][CH2:5][C:6](=[O:13])[C:7]=2[CH3:12]. Product: [OH:1][CH:2]1[CH2:11][CH2:10][CH2:9][CH:8]2[C:3]1([C:14]1[CH:19]=[CH:18][CH:17]=[C:16]([O:20][CH3:21])[CH:15]=1)[CH2:4][CH2:5][C:6](=[O:13])[CH:7]2[CH3:12]. The catalyst class is: 78. (6) Reactant: [Si]([O:18][C:19]1[CH:20]=[CH:21][C:22]([CH2:25][C:26]2([C:31]([O:33][CH2:34][CH3:35])=[O:32])[CH2:30][CH2:29][CH2:28][O:27]2)=[N:23][CH:24]=1)(C(C)(C)C)(C1C=CC=CC=1)C1C=CC=CC=1.[F-].C([N+](CCCC)(CCCC)CCCC)CCC. Product: [OH:18][C:19]1[CH:20]=[CH:21][C:22]([CH2:25][C:26]2([C:31]([O:33][CH2:34][CH3:35])=[O:32])[CH2:30][CH2:29][CH2:28][O:27]2)=[N:23][CH:24]=1. The catalyst class is: 7. (7) Reactant: [C:1]([N:8]1[CH2:12][CH2:11][CH:10]([OH:13])[CH2:9]1)([O:3][C:4]([CH3:7])([CH3:6])[CH3:5])=[O:2].C(N(CC)CC)C.[CH3:21][S:22](Cl)(=[O:24])=[O:23].C(OCC)(=O)C. Product: [CH3:21][S:22]([O:13][CH:10]1[CH2:11][CH2:12][N:8]([C:1]([O:3][C:4]([CH3:7])([CH3:6])[CH3:5])=[O:2])[CH2:9]1)(=[O:24])=[O:23]. The catalyst class is: 146. (8) Reactant: [C:1]([O:5][C:6]([N:8]1[CH2:12][C@H:11](O)[CH2:10][C@H:9]1[C:14]([O:16][CH3:17])=[O:15])=[O:7])([CH3:4])([CH3:3])[CH3:2].[F-].[Na+].C(N(/C(/F)=C(\F)/C(F)(F)[F:28])CC)C.C(N(C(F)(F)C(F)C(F)(F)F)CC)C. Product: [C:1]([O:5][C:6]([N:8]1[CH2:12][C@@H:11]([F:28])[CH2:10][C@H:9]1[C:14]([O:16][CH3:17])=[O:15])=[O:7])([CH3:4])([CH3:3])[CH3:2]. The catalyst class is: 4.